This data is from CYP1A2 inhibition data for predicting drug metabolism from PubChem BioAssay. The task is: Regression/Classification. Given a drug SMILES string, predict its absorption, distribution, metabolism, or excretion properties. Task type varies by dataset: regression for continuous measurements (e.g., permeability, clearance, half-life) or binary classification for categorical outcomes (e.g., BBB penetration, CYP inhibition). Dataset: cyp1a2_veith. (1) The drug is CC(C)[C@H](NC(=O)OC(C)(C)C)[C@@H](O)CC(=O)C(C)(C)C. The result is 0 (non-inhibitor). (2) The drug is Cc1ccc(C(C)C)n1C(=O)OC(C)(C)C. The result is 0 (non-inhibitor). (3) The compound is CC(C)NC(=O)N1CC2(CCN(S(=O)(=O)c3ccccc3)CC2)C1. The result is 0 (non-inhibitor). (4) The molecule is O=C1OCCC1Sc1nnnn1-c1ccccc1. The result is 0 (non-inhibitor). (5) The compound is CCNc1ncc2nc(-c3cccc(C#N)c3)c(=O)n(Cc3cccc(OC)c3)c2n1. The result is 0 (non-inhibitor).